From a dataset of Full USPTO retrosynthesis dataset with 1.9M reactions from patents (1976-2016). Predict the reactants needed to synthesize the given product. Given the product [N+:1]([C:4]1[CH:5]=[C:6]([CH:10]([CH3:13])[C:11]#[N:12])[CH:7]=[CH:8][CH:9]=1)([O-:3])=[O:2], predict the reactants needed to synthesize it. The reactants are: [N+:1]([C:4]1[CH:5]=[C:6]([CH2:10][C:11]#[N:12])[CH:7]=[CH:8][CH:9]=1)([O-:3])=[O:2].[C:13](=O)(OC)OC.C(=O)([O-])[O-].[K+].[K+].